From a dataset of Peptide-MHC class I binding affinity with 185,985 pairs from IEDB/IMGT. Regression. Given a peptide amino acid sequence and an MHC pseudo amino acid sequence, predict their binding affinity value. This is MHC class I binding data. (1) The peptide sequence is KFVDILPNF. The MHC is HLA-A29:02 with pseudo-sequence HLA-A29:02. The binding affinity (normalized) is 0.223. (2) The peptide sequence is RQRKRRWRRRW. The MHC is Mamu-B52 with pseudo-sequence Mamu-B52. The binding affinity (normalized) is 0.229.